The task is: Predict the product of the given reaction.. This data is from Forward reaction prediction with 1.9M reactions from USPTO patents (1976-2016). Given the reactants [C:1]([C:4]1[C:9]2[NH:10][C:11]3[CH:12]=[C:13]([C:17](O)=[O:18])[CH:14]=[CH:15][C:16]=3[C:8]=2[N:7]=[C:6]([C:20]2[CH:25]=[CH:24][C:23]([F:26])=[C:22]([Cl:27])[CH:21]=2)[CH:5]=1)(=[O:3])[NH2:2].[CH3:28][N:29]1[CH2:34][CH2:33][NH:32][CH2:31][CH2:30]1.C(N(CC)C(C)C)(C)C.CN(C(ON1N=NC2C=CC=NC1=2)=[N+](C)C)C.F[P-](F)(F)(F)(F)F, predict the reaction product. The product is: [Cl:27][C:22]1[CH:21]=[C:20]([C:6]2[CH:5]=[C:4]([C:1]([NH2:2])=[O:3])[C:9]3[NH:10][C:11]4[CH:12]=[C:13]([C:17]([N:32]5[CH2:33][CH2:34][N:29]([CH3:28])[CH2:30][CH2:31]5)=[O:18])[CH:14]=[CH:15][C:16]=4[C:8]=3[N:7]=2)[CH:25]=[CH:24][C:23]=1[F:26].